This data is from Full USPTO retrosynthesis dataset with 1.9M reactions from patents (1976-2016). The task is: Predict the reactants needed to synthesize the given product. (1) Given the product [CH:1]1([C:7]([NH:26][C@H:25]([C:24]([OH:42])=[O:23])[CH2:27][C:28]2[CH:29]=[CH:30][C:31]([OH:34])=[CH:32][CH:33]=2)=[O:8])[CH2:6][CH2:5][CH2:4][CH2:3][CH2:2]1, predict the reactants needed to synthesize it. The reactants are: [CH:1]1([C:7](Cl)=[O:8])[CH2:6][CH2:5][CH2:4][CH2:3][CH2:2]1.N1C=CC=CC=1.C([O:23][C:24](=[O:42])[C@H:25]([CH2:27][C:28]1[CH:33]=[CH:32][C:31]([O:34]CC2C=CC=CC=2)=[CH:30][CH:29]=1)[NH2:26])C1C=CC=CC=1. (2) Given the product [Cl:1][C:2]1[CH:7]=[CH:6][CH:5]=[CH:4][C:3]=1[CH:8]1[CH2:9][C:10]2[N:11]([CH2:15][CH2:16][CH2:17][O:18][CH2:19][CH2:20][O:21][CH3:22])[CH:12]=[CH:13][C:14]=2[CH:24]2[CH:25]1[C:26](=[O:28])[NH:27][C:23]2=[O:29], predict the reactants needed to synthesize it. The reactants are: [Cl:1][C:2]1[CH:7]=[CH:6][CH:5]=[CH:4][C:3]=1[CH:8]=[CH:9][C:10]1[N:11]([CH2:15][CH2:16][CH2:17][O:18][CH2:19][CH2:20][O:21][CH3:22])[CH:12]=[CH:13][CH:14]=1.[C:23]1(=[O:29])[NH:27][C:26](=[O:28])[CH:25]=[CH:24]1. (3) Given the product [CH2:36]([N:33]1[C:28]2=[N:29][C:30]([CH2:31][CH3:32])=[C:25]([CH2:24][NH:23][C:21]([C:16]3[CH:17]=[C:18]([CH3:20])[CH:19]=[C:14]([C:12]([NH:11][CH2:10][C:4]4[CH:3]=[C:2]([C:51]5[CH:50]=[CH:49][CH:48]=[C:47]([CH:45]=[O:46])[CH:52]=5)[C:7]([O:8][CH3:9])=[CH:6][CH:5]=4)=[O:13])[CH:15]=3)=[O:22])[C:26]([NH:38][CH:39]3[CH2:44][CH2:43][O:42][CH2:41][CH2:40]3)=[C:27]2[CH:35]=[N:34]1)[CH3:37], predict the reactants needed to synthesize it. The reactants are: Br[C:2]1[CH:3]=[C:4]([CH2:10][NH:11][C:12]([C:14]2[CH:19]=[C:18]([CH3:20])[CH:17]=[C:16]([C:21]([NH:23][CH2:24][C:25]3[C:26]([NH:38][CH:39]4[CH2:44][CH2:43][O:42][CH2:41][CH2:40]4)=[C:27]4[CH:35]=[N:34][N:33]([CH2:36][CH3:37])[C:28]4=[N:29][C:30]=3[CH2:31][CH3:32])=[O:22])[CH:15]=2)=[O:13])[CH:5]=[CH:6][C:7]=1[O:8][CH3:9].[CH:45]([C:47]1[CH:48]=[C:49](B(O)O)[CH:50]=[CH:51][CH:52]=1)=[O:46].C(=O)([O-])[O-].[K+].[K+]. (4) Given the product [Cl:18][C:14]1[CH:15]=[CH:16][CH:17]=[C:12]([C:10]([NH:9][C:6]2[CH:7]=[CH:8][C:3]([CH2:2][N:1]3[C:33]([C:35]([F:38])([F:37])[F:36])=[N:34][N:30]=[C:29]3[CH3:41])=[CH:4][C:5]=2[CH3:27])=[O:11])[C:13]=1[C:19]([NH:21][C@@H:22]([CH3:26])[CH2:23][S:24][CH3:25])=[O:20], predict the reactants needed to synthesize it. The reactants are: [NH2:1][CH2:2][C:3]1[CH:8]=[CH:7][C:6]([NH:9][C:10]([C:12]2[C:13]([C:19]([NH:21][C@@H:22]([CH3:26])[CH2:23][S:24][CH3:25])=[O:20])=[C:14]([Cl:18])[CH:15]=[CH:16][CH:17]=2)=[O:11])=[C:5]([CH3:27])[CH:4]=1.F[C:29](F)(F)[N:30]1[N:34]=[C:33]([C:35]([F:38])([F:37])[F:36])OC1.[CH3:41]O. (5) Given the product [CH:18]([N:16]1[CH2:17][CH:14]([S:8][C:4]2[S:3][CH:7]=[CH:6][CH:5]=2)[CH2:15]1)([C:25]1[CH:26]=[CH:27][CH:28]=[CH:29][CH:30]=1)[C:19]1[CH:20]=[CH:21][CH:22]=[CH:23][CH:24]=1, predict the reactants needed to synthesize it. The reactants are: [OH-].[K+].[S:3]1[CH:7]=[CH:6][CH:5]=[C:4]1[SH:8].CS(O[CH:14]1[CH2:17][N:16]([CH:18]([C:25]2[CH:30]=[CH:29][CH:28]=[CH:27][CH:26]=2)[C:19]2[CH:24]=[CH:23][CH:22]=[CH:21][CH:20]=2)[CH2:15]1)(=O)=O. (6) Given the product [O:17]1[C:16]2[CH:21]=[CH:22][C:13]([CH:11]([C:9]3[N:8]=[CH:7][NH:6][CH:10]=3)[CH3:12])=[CH:14][C:15]=2[O:20][CH2:19][CH2:18]1, predict the reactants needed to synthesize it. The reactants are: CN(C)S([N:6]1[CH:10]=[C:9]([C:11]([C:13]2[CH:22]=[CH:21][C:16]3[O:17][CH2:18][CH2:19][O:20][C:15]=3[CH:14]=2)=[CH2:12])[N:8]=[CH:7]1)(=O)=O.[H][H]. (7) Given the product [Cl:17][C:14]1[CH:15]=[CH:16][C:11]([O:10][C:6]2[C:5]([F:22])=[CH:4][C:3]([CH2:1][CH2:2][OH:32])=[CH:8][C:7]=2[F:9])=[CH:12][C:13]=1[C:18]([F:19])([F:21])[F:20], predict the reactants needed to synthesize it. The reactants are: [CH:1]([C:3]1[CH:8]=[C:7]([F:9])[C:6]([O:10][C:11]2[CH:16]=[CH:15][C:14]([Cl:17])=[C:13]([C:18]([F:21])([F:20])[F:19])[CH:12]=2)=[C:5]([F:22])[CH:4]=1)=[CH2:2].B1C2CCCC1CCC2.[OH-:32].[Na+].OO. (8) Given the product [CH3:1][C:2]1[CH:7]=[CH:6][C:5]([NH2:8])=[CH:4][C:3]=1[NH:17][C:18]1[N:19]([C:23]2[C:24]3[CH:31]=[CH:30][NH:29][C:25]=3[N:26]=[CH:27][N:28]=2)[CH:20]=[CH:21][N:22]=1, predict the reactants needed to synthesize it. The reactants are: [CH3:1][C:2]1[CH:7]=[CH:6][C:5]([NH:8]C(=O)C2C=CC=CC=2)=[CH:4][C:3]=1[NH:17][C:18]1[N:19]([C:23]2[C:24]3[CH:31]=[CH:30][NH:29][C:25]=3[N:26]=[CH:27][N:28]=2)[CH:20]=[CH:21][N:22]=1. (9) Given the product [Cl:20][C:21]1[CH:22]=[C:23]([CH:26]=[CH:27][C:28]=1[Cl:29])[CH2:24][NH:1][C:2]1[CH:3]=[C:4]([CH2:5][OH:6])[CH:7]=[CH:8][CH:9]=1, predict the reactants needed to synthesize it. The reactants are: [NH2:1][C:2]1[CH:3]=[C:4]([CH:7]=[CH:8][CH:9]=1)[CH2:5][OH:6].C([O-])(O)=O.[Na+].CN(C=O)C.[Cl:20][C:21]1[CH:22]=[C:23]([CH:26]=[CH:27][C:28]=1[Cl:29])[CH2:24]Cl.